From a dataset of Peptide-MHC class II binding affinity with 134,281 pairs from IEDB. Regression. Given a peptide amino acid sequence and an MHC pseudo amino acid sequence, predict their binding affinity value. This is MHC class II binding data. (1) The peptide sequence is KMIGGIGGFIKVRQYDQIHI. The MHC is DRB1_1302 with pseudo-sequence DRB1_1302. The binding affinity (normalized) is 0.353. (2) The peptide sequence is AFKVAATAANAAPAC. The MHC is DRB1_0901 with pseudo-sequence DRB1_0901. The binding affinity (normalized) is 0.772. (3) The peptide sequence is VTVDSIGMLPRF. The MHC is DRB1_0101 with pseudo-sequence DRB1_0101. The binding affinity (normalized) is 0.231. (4) The peptide sequence is LSFAAALNGLAGPLH. The MHC is HLA-DQA10401-DQB10402 with pseudo-sequence HLA-DQA10401-DQB10402. The binding affinity (normalized) is 0.192. (5) The peptide sequence is KPTAAGPKDNGGACG. The MHC is HLA-DQA10201-DQB10202 with pseudo-sequence HLA-DQA10201-DQB10202. The binding affinity (normalized) is 0. (6) The peptide sequence is LRKVKRVVASLMRGL. The MHC is HLA-DQA10201-DQB10301 with pseudo-sequence HLA-DQA10201-DQB10301. The binding affinity (normalized) is 0.274.